This data is from Full USPTO retrosynthesis dataset with 1.9M reactions from patents (1976-2016). The task is: Predict the reactants needed to synthesize the given product. (1) Given the product [CH2:21]([N:23]1[CH2:28][CH2:27][N:26]([C:2]2[C:7]([O:8][CH:9]([CH3:20])[CH2:10][O:11][C:12]3[CH:17]=[CH:16][CH:15]=[CH:14][C:13]=3[O:18][CH3:19])=[N:6][CH:5]=[CH:4][N:3]=2)[CH2:25][CH2:24]1)[CH3:22], predict the reactants needed to synthesize it. The reactants are: Cl[C:2]1[C:7]([O:8][CH:9]([CH3:20])[CH2:10][O:11][C:12]2[CH:17]=[CH:16][CH:15]=[CH:14][C:13]=2[O:18][CH3:19])=[N:6][CH:5]=[CH:4][N:3]=1.[CH2:21]([N:23]1[CH2:28][CH2:27][NH:26][CH2:25][CH2:24]1)[CH3:22]. (2) Given the product [O:27]1[CH2:28][CH2:29][CH2:30][CH2:31][CH:26]1[N:23]1[CH:24]=[CH:25][C:21]([C:2]([C:3]2[CH:20]=[CH:19][C:6]3[N:7]([CH2:11][O:12][CH2:13][CH2:14][Si:15]([CH3:16])([CH3:17])[CH3:18])[C:8](=[O:10])[S:9][C:5]=3[CH:4]=2)=[O:1])=[N:22]1, predict the reactants needed to synthesize it. The reactants are: [OH:1][CH:2]([C:21]1[CH:25]=[CH:24][N:23]([CH:26]2[CH2:31][CH2:30][CH2:29][CH2:28][O:27]2)[N:22]=1)[C:3]1[CH:20]=[CH:19][C:6]2[N:7]([CH2:11][O:12][CH2:13][CH2:14][Si:15]([CH3:18])([CH3:17])[CH3:16])[C:8](=[O:10])[S:9][C:5]=2[CH:4]=1. (3) The reactants are: [CH:1]1([C:4]2[N:5]=[C:6]3[CH:11]=[CH:10][C:9]([N:12]4[CH:17]=[CH:16][C:15]([OH:18])=[CH:14][C:13]4=[O:19])=[CH:8][N:7]3[C:20]=2[CH3:21])[CH2:3][CH2:2]1.[F:22][C:23]([F:32])([F:31])[C:24]1[N:25]=[C:26]([CH2:29]O)[S:27][CH:28]=1.C1(P(C2C=CC=CC=2)C2C=CC=CC=2)C=CC=CC=1.N(C(OCCOC)=O)=NC(OCCOC)=O. Given the product [CH:1]1([C:4]2[N:5]=[C:6]3[CH:11]=[CH:10][C:9]([N:12]4[CH:17]=[CH:16][C:15]([O:18][CH2:29][C:26]5[S:27][CH:28]=[C:24]([C:23]([F:32])([F:31])[F:22])[N:25]=5)=[CH:14][C:13]4=[O:19])=[CH:8][N:7]3[C:20]=2[CH3:21])[CH2:3][CH2:2]1, predict the reactants needed to synthesize it.